From a dataset of Full USPTO retrosynthesis dataset with 1.9M reactions from patents (1976-2016). Predict the reactants needed to synthesize the given product. Given the product [CH3:11][S:8]([C:4]1[CH:3]=[C:2]([C:20]#[C:19][Si:21]([CH3:24])([CH3:23])[CH3:22])[CH:7]=[CH:6][CH:5]=1)(=[O:10])=[O:9], predict the reactants needed to synthesize it. The reactants are: Br[C:2]1[CH:7]=[CH:6][CH:5]=[C:4]([S:8]([CH3:11])(=[O:10])=[O:9])[CH:3]=1.C(N(CC)CC)C.[C:19]([Si:21]([CH3:24])([CH3:23])[CH3:22])#[CH:20].